This data is from Catalyst prediction with 721,799 reactions and 888 catalyst types from USPTO. The task is: Predict which catalyst facilitates the given reaction. Reactant: N1C=CN=C1.[F:6][C:7]1[CH:12]=[CH:11][CH:10]=[CH:9][C:8]=1[C:13]1([C:20]2[CH:25]=[CH:24][C:23]([OH:26])=[CH:22][CH:21]=2)[CH2:18][CH2:17][C:16](=[O:19])[CH2:15][CH2:14]1.[CH3:27][C:28]([Si:31](Cl)([CH3:33])[CH3:32])([CH3:30])[CH3:29].C([O-])(O)=O.[Na+]. Product: [Si:31]([O:26][C:23]1[CH:22]=[CH:21][C:20]([C:13]2([C:8]3[CH:9]=[CH:10][CH:11]=[CH:12][C:7]=3[F:6])[CH2:14][CH2:15][C:16](=[O:19])[CH2:17][CH2:18]2)=[CH:25][CH:24]=1)([C:28]([CH3:30])([CH3:29])[CH3:27])([CH3:33])[CH3:32]. The catalyst class is: 3.